This data is from Full USPTO retrosynthesis dataset with 1.9M reactions from patents (1976-2016). The task is: Predict the reactants needed to synthesize the given product. (1) Given the product [Cl:1][C:2]1[CH:28]=[CH:27][C:5]2[N:6]3[C:10]([CH2:11][N:12]([CH2:41][CH:42]([F:44])[F:43])[CH2:13][C:4]=2[CH:3]=1)=[N:9][N:8]=[C:7]3[C@H:14]1[CH2:19][CH2:18][C@H:17]([C:20]2[C:25]([F:26])=[CH:24][CH:23]=[CH:22][N:21]=2)[CH2:16][CH2:15]1, predict the reactants needed to synthesize it. The reactants are: [Cl:1][C:2]1[CH:28]=[CH:27][C:5]2[N:6]3[C:10]([CH2:11][NH:12][CH2:13][C:4]=2[CH:3]=1)=[N:9][N:8]=[C:7]3[C@H:14]1[CH2:19][CH2:18][C@H:17]([C:20]2[C:25]([F:26])=[CH:24][CH:23]=[CH:22][N:21]=2)[CH2:16][CH2:15]1.C(=O)([O-])[O-].[Cs+].[Cs+].FC(F)(F)S(O[CH2:41][CH:42]([F:44])[F:43])(=O)=O. (2) The reactants are: [OH:1][C:2]1[CH:12]=[CH:11][CH:10]=[C:9]([CH3:13])[C:3]=1[C:4]([O:6]CC)=[O:5].[OH-].[Na+]. Given the product [OH:1][C:2]1[CH:12]=[CH:11][CH:10]=[C:9]([CH3:13])[C:3]=1[C:4]([OH:6])=[O:5], predict the reactants needed to synthesize it. (3) Given the product [CH3:3][C:4]1[C:5](=[O:11])[C:6]([CH3:18])([CH2:10][CH:13]=[C:14]([CH3:16])[CH3:15])[CH2:7][CH2:8][CH:9]=1, predict the reactants needed to synthesize it. The reactants are: [H-].[Na+].[CH3:3][C:4]1[CH:9]=[CH:8][CH:7]=[C:6]([CH3:10])[C:5]=1[OH:11].C(Cl)[CH:13]=[C:14]([CH3:16])[CH3:15].[CH3:18]O. (4) Given the product [ClH:29].[ClH:29].[NH2:1][C:4]1[CH:9]=[CH:8][C:7]([NH:10][CH2:11][CH2:12][NH:13][CH2:14][CH2:15][OH:16])=[CH:6][CH:5]=1, predict the reactants needed to synthesize it. The reactants are: [N+:1]([C:4]1[CH:9]=[CH:8][C:7]([NH:10][CH2:11][CH2:12][NH:13][CH2:14][CH2:15][OH:16])=[CH:6][CH:5]=1)([O-])=O.C1(N)C(F)=C(F)C(F)=C(N)C=1F.[ClH:29].Cl. (5) Given the product [C:11]([C:15]1[CH:20]=[CH:19][C:18]([S:21]([NH:9][C:5]2[CH:6]=[CH:7][CH:8]=[C:3]([N:2]([CH3:10])[CH3:1])[CH:4]=2)(=[O:23])=[O:22])=[CH:17][CH:16]=1)([CH3:14])([CH3:12])[CH3:13], predict the reactants needed to synthesize it. The reactants are: [CH3:1][N:2]([CH3:10])[C:3]1[CH:8]=[CH:7][CH:6]=[C:5]([NH2:9])[CH:4]=1.[C:11]([C:15]1[CH:20]=[CH:19][C:18]([S:21](Cl)(=[O:23])=[O:22])=[CH:17][CH:16]=1)([CH3:14])([CH3:13])[CH3:12]. (6) Given the product [NH2:5][CH2:9][C@@H:10]([NH:22][C:23]([C:25]1[S:26][C:27]([Cl:36])=[C:28]([C:30]2[N:34]([CH3:35])[N:33]=[CH:32][CH:31]=2)[CH:29]=1)=[O:24])[CH2:11][C:12]1[CH:17]=[CH:16][CH:15]=[CH:14][C:13]=1[C:18]([F:21])([F:20])[F:19], predict the reactants needed to synthesize it. The reactants are: CC([N:5]([CH2:9][C@@H:10]([NH:22][C:23]([C:25]1[S:26][C:27]([Cl:36])=[C:28]([C:30]2[N:34]([CH3:35])[N:33]=[CH:32][CH:31]=2)[CH:29]=1)=[O:24])[CH2:11][C:12]1[CH:17]=[CH:16][CH:15]=[CH:14][C:13]=1[C:18]([F:21])([F:20])[F:19])C(=O)[O-])(C)C.